From a dataset of Full USPTO retrosynthesis dataset with 1.9M reactions from patents (1976-2016). Predict the reactants needed to synthesize the given product. (1) Given the product [Si:17]([O:7][CH2:6][C:4]1[N:3]=[CH:2][NH:1][CH:5]=1)([C:14]([CH3:16])([CH3:15])[CH3:13])([C:24]1[CH:25]=[CH:26][CH:27]=[CH:28][CH:29]=1)[C:18]1[CH:23]=[CH:22][CH:21]=[CH:20][CH:19]=1, predict the reactants needed to synthesize it. The reactants are: [NH:1]1[CH:5]=[C:4]([CH2:6][OH:7])[N:3]=[CH:2]1.N1C=CN=C1.[CH3:13][C:14]([Si:17](Cl)([C:24]1[CH:29]=[CH:28][CH:27]=[CH:26][CH:25]=1)[C:18]1[CH:23]=[CH:22][CH:21]=[CH:20][CH:19]=1)([CH3:16])[CH3:15]. (2) Given the product [CH3:16][N:15]([CH3:17])[C:8]1([C:4]2[CH:5]=[CH:6][CH:7]=[C:2]([F:1])[CH:3]=2)[CH2:13][CH2:12][CH:11]([NH:14][C:30]([C:29]2[C:25]([C:20]3[CH:21]=[CH:22][CH:23]=[CH:24][C:19]=3[Cl:18])=[N:26][O:27][C:28]=2[CH3:33])=[O:31])[CH2:10][CH2:9]1, predict the reactants needed to synthesize it. The reactants are: [F:1][C:2]1[CH:3]=[C:4]([C:8]2([N:15]([CH3:17])[CH3:16])[CH2:13][CH2:12][CH:11]([NH2:14])[CH2:10][CH2:9]2)[CH:5]=[CH:6][CH:7]=1.[Cl:18][C:19]1[CH:24]=[CH:23][CH:22]=[CH:21][C:20]=1[C:25]1[C:29]([C:30](Cl)=[O:31])=[C:28]([CH3:33])[O:27][N:26]=1. (3) Given the product [F:27][C:26]([F:29])([F:28])[C:24]([O-:30])=[O:25].[Cl:1][C:2]1[CH:22]=[C:21]([Cl:23])[CH:20]=[CH:19][C:3]=1[O:4][CH2:5][CH2:6][CH2:7][NH2+:8][CH2:16][C:17]#[CH:18], predict the reactants needed to synthesize it. The reactants are: [Cl:1][C:2]1[CH:22]=[C:21]([Cl:23])[CH:20]=[CH:19][C:3]=1[O:4][CH2:5][CH2:6][CH2:7][N:8]([CH2:16][C:17]#[CH:18])C(=O)OC(C)(C)C.[C:24]([OH:30])([C:26]([F:29])([F:28])[F:27])=[O:25].CC(OC)(C)C.CCCCCC. (4) Given the product [CH2:16]([N:14]([CH3:15])[CH:11]1[CH2:12][CH2:13][NH:8][CH2:9][CH2:10]1)[C:17]1[CH:18]=[CH:19][CH:20]=[CH:21][CH:22]=1, predict the reactants needed to synthesize it. The reactants are: C(OC([N:8]1[CH2:13][CH2:12][CH:11]([N:14]([CH2:16][C:17]2[CH:22]=[CH:21][CH:20]=[CH:19][CH:18]=2)[CH3:15])[CH2:10][CH2:9]1)=O)(C)(C)C.CO.Cl. (5) The reactants are: C[O:2][C:3](=O)[CH:4]=[CH:5][C:6](=[C:11]([NH:13][CH2:14][C:15]1[S:16][CH:17]=[CH:18][N:19]=1)[CH3:12])[C:7]([O:9][CH3:10])=[O:8].C[O-].[Na+].[Br:24]N1C(=O)CCC1=O. Given the product [CH3:10][O:9][C:7]([C:6]1[CH:5]=[C:4]([Br:24])[C:3](=[O:2])[N:13]([CH2:14][C:15]2[S:16][CH:17]=[CH:18][N:19]=2)[C:11]=1[CH3:12])=[O:8], predict the reactants needed to synthesize it. (6) The reactants are: Br[C:2]1[C:10]2[C:5](=[N:6][CH:7]=[CH:8][CH:9]=2)[S:4][CH:3]=1.CN(C=O)C.C(Cl)[Cl:17]. Given the product [Cl:17][C:2]1[C:10]2[C:5](=[N:6][CH:7]=[CH:8][CH:9]=2)[S:4][CH:3]=1, predict the reactants needed to synthesize it. (7) Given the product [Br:1][C:2]1[CH:3]=[C:4]2[C:5](=[CH:10][CH:11]=1)[C:6](=[O:8])[N:24]([CH2:23][CH2:21][OH:22])[CH2:12]2, predict the reactants needed to synthesize it. The reactants are: [Br:1][C:2]1[CH:11]=[CH:10][C:5]([C:6]([O:8]C)=O)=[C:4]([CH3:12])[CH:3]=1.BrN1C(=O)CCC1=O.[CH2:21]([CH2:23][NH2:24])[OH:22]. (8) Given the product [Br:11][C:7]1[CH:6]=[C:3]2[C:2](=[CH:9][C:8]=1[Cl:10])[N:1]=[C:13]([OH:14])[N:12]=[CH:4]2, predict the reactants needed to synthesize it. The reactants are: [NH2:1][C:2]1[CH:9]=[C:8]([Cl:10])[C:7]([Br:11])=[CH:6][C:3]=1[CH:4]=O.[NH2:12][C:13](N)=[O:14].